From a dataset of Forward reaction prediction with 1.9M reactions from USPTO patents (1976-2016). Predict the product of the given reaction. (1) Given the reactants [NH:1]1[C:9]2[C:4](=[CH:5][CH:6]=[CH:7][CH:8]=2)[C:3]([NH:10][C:11](=[O:15])OCC)=[N:2]1.[CH2:16]1[CH2:26][CH2:25][N:24]2[C:19](=NC[CH2:22][CH2:23]2)[CH2:18][CH2:17]1.[OH2:27], predict the reaction product. The product is: [NH:1]1[C:9]2[C:4](=[CH:5][CH:6]=[CH:7][CH:8]=2)[C:3]([NH:10][C:11]([N:24]2[CH2:25][CH2:26][C:16]([C:17]3[CH:18]=[CH:19][CH:3]=[C:4]([CH3:9])[C:5]=3[CH3:6])([OH:27])[CH2:22][CH2:23]2)=[O:15])=[N:2]1. (2) Given the reactants [CH3:1][N:2]1[CH2:7][CH2:6][CH:5]([C:8]2[CH:9]=[CH:10][C:11]([NH2:14])=[N:12][CH:13]=2)[CH2:4][CH2:3]1.Br[C:16]1[C:17](=[O:24])[N:18]([CH3:23])[CH:19]=[C:20]([Br:22])[CH:21]=1.C(=O)([O-])[O-].[Cs+].[Cs+].CC1(C)C2C(=C(P(C3C=CC=CC=3)C3C=CC=CC=3)C=CC=2)OC2C(P(C3C=CC=CC=3)C3C=CC=CC=3)=CC=CC1=2, predict the reaction product. The product is: [Br:22][C:20]1[CH:21]=[C:16]([NH:14][C:11]2[CH:10]=[CH:9][C:8]([CH:5]3[CH2:6][CH2:7][N:2]([CH3:1])[CH2:3][CH2:4]3)=[CH:13][N:12]=2)[C:17](=[O:24])[N:18]([CH3:23])[CH:19]=1. (3) Given the reactants ClC1C=CC(C2(O)CCN(CCC=C3C4C(=NC=CC=4)[O:21]C4C=CC=C(OC(C(OCC)=O)(C)C)C=4C3)CC2)=CC=1.[Cl:42][C:43]1[CH:48]=[CH:47][C:46]([C:49]2([OH:80])[CH2:54][CH2:53][N:52]([CH2:55][CH2:56][CH:57]=[C:58]3[C:68]4[C:63](=[N:64][CH:65]=[CH:66][CH:67]=4)[O:62][C:61]4[CH:69]=[CH:70][CH:71]=[C:72]([C:73]5[O:74][C:75](C=O)=[CH:76][CH:77]=5)[C:60]=4[CH2:59]3)[CH2:51][CH2:50]2)=[CH:45][CH:44]=1, predict the reaction product. The product is: [Cl:42][C:43]1[CH:44]=[CH:45][C:46]([C:49]2([OH:80])[CH2:50][CH2:51][N:52]([CH2:55][CH2:56][CH:57]=[C:58]3[C:68]4[C:63](=[N:64][CH:65]=[CH:66][CH:67]=4)[O:62][C:61]4[CH:69]=[CH:70][CH:71]=[C:72]([C:73]5[O:74][C:75]([OH:21])=[CH:76][CH:77]=5)[C:60]=4[CH2:59]3)[CH2:53][CH2:54]2)=[CH:47][CH:48]=1. (4) Given the reactants C(OC([N:8]1[CH2:17][CH2:16][C:15]2[C:11](=[C:12]([C:28]3[CH:33]=[CH:32][CH:31]=[CH:30][CH:29]=3)[N:13]([C:18]3[CH:23]=[CH:22][CH:21]=[C:20]([C:24]([F:27])([F:26])[F:25])[CH:19]=3)[N:14]=2)[CH2:10][CH2:9]1)=O)(C)(C)C.C(OC(N1CCC2C(=C(OS(C(F)(F)F)(=O)=O)N(C3C=CC=C(C(F)(F)F)C=3)N=2)CC1)=O)(C)(C)C.C1(B(O)O)C=CC=CC=1, predict the reaction product. The product is: [C:28]1([C:12]2[N:13]([C:18]3[CH:23]=[CH:22][CH:21]=[C:20]([C:24]([F:25])([F:26])[F:27])[CH:19]=3)[N:14]=[C:15]3[C:11]=2[CH2:10][CH2:9][NH:8][CH2:17][CH2:16]3)[CH:33]=[CH:32][CH:31]=[CH:30][CH:29]=1. (5) Given the reactants [C:1]([N:4]1[C:12]2[C:7](=[CH:8][C:9]([C:13](=[O:15])[CH3:14])=[CH:10][CH:11]=2)[C:6](=[C:16]([C:19]2[CH:24]=[CH:23][C:22]([N+:25]([O-:27])=[O:26])=[CH:21][CH:20]=2)OC)[C:5]1=[O:28])(=[O:3])[CH3:2].[NH2:29][CH:30]1[CH2:35][CH2:34][N:33]([CH3:36])[CH2:32][CH2:31]1, predict the reaction product. The product is: [C:1]([N:4]1[C:12]2[C:7](=[CH:8][C:9]([C:13](=[O:15])[CH3:14])=[CH:10][CH:11]=2)[C:6](=[C:16]([C:19]2[CH:24]=[CH:23][C:22]([N+:25]([O-:27])=[O:26])=[CH:21][CH:20]=2)[NH:29][CH:30]2[CH2:35][CH2:34][N:33]([CH3:36])[CH2:32][CH2:31]2)[C:5]1=[O:28])(=[O:3])[CH3:2]. (6) Given the reactants S(O)(O)(=O)=O.[NH2:6][CH2:7][C:8]#[N:9].N1C=CC=CC=1.[F:16][C:17]([F:28])([F:27])[C:18](O[C:18](=[O:19])[C:17]([F:28])([F:27])[F:16])=[O:19].FC(F)(F)C(N)=O, predict the reaction product. The product is: [C:8]([CH2:7][NH:6][C:18](=[O:19])[C:17]([F:28])([F:27])[F:16])#[N:9].